This data is from Forward reaction prediction with 1.9M reactions from USPTO patents (1976-2016). The task is: Predict the product of the given reaction. (1) Given the reactants [H-].[Al+3].[Li+].[H-].[H-].[H-].C[O:8][C:9](=O)[C:10]1[CH:15]=[CH:14][C:13]([C:16]2[CH:20]=[C:19]([CH3:21])[S:18][C:17]=2[S:22](=[O:38])(=[O:37])[N:23]([C:30]2[C:34]([CH3:35])=[C:33]([CH3:36])[O:32][N:31]=2)[CH2:24][O:25][CH2:26][CH2:27][O:28][CH3:29])=[C:12]([CH3:39])[CH:11]=1.[OH-].[Na+], predict the reaction product. The product is: [CH3:35][C:34]1[C:30]([N:23]([CH2:24][O:25][CH2:26][CH2:27][O:28][CH3:29])[S:22]([C:17]2[S:18][C:19]([CH3:21])=[CH:20][C:16]=2[C:13]2[CH:14]=[CH:15][C:10]([CH2:9][OH:8])=[CH:11][C:12]=2[CH3:39])(=[O:38])=[O:37])=[N:31][O:32][C:33]=1[CH3:36]. (2) The product is: [F:1][C:2]([F:29])([F:28])[C:3]1[CH:4]=[C:5]([CH:25]=[CH:26][CH:27]=1)[CH2:6][O:7][N:8]=[C:9]1[CH2:14][CH2:13][N:12]([S:15]([C:18]2[CH:19]=[N:20][C:21]([NH:30][C:31]3[CH:36]=[CH:35][CH:34]=[CH:33][CH:32]=3)=[CH:22][CH:23]=2)(=[O:17])=[O:16])[CH2:11][CH2:10]1. Given the reactants [F:1][C:2]([F:29])([F:28])[C:3]1[CH:4]=[C:5]([CH:25]=[CH:26][CH:27]=1)[CH2:6][O:7][N:8]=[C:9]1[CH2:14][CH2:13][N:12]([S:15]([C:18]2[CH:19]=[N:20][C:21](Cl)=[CH:22][CH:23]=2)(=[O:17])=[O:16])[CH2:11][CH2:10]1.[NH2:30][C:31]1[CH:36]=[CH:35][CH:34]=[CH:33][CH:32]=1.C1(P(C2C=CC=CC=2)C2C3OC4C(=CC=CC=4P(C4C=CC=CC=4)C4C=CC=CC=4)C(C)(C)C=3C=CC=2)C=CC=CC=1.CC(C)([O-])C.[Na+], predict the reaction product. (3) The product is: [NH2:14][C:15]1[C:20]([CH3:21])=[CH:19][C:18]([O:22][C:6]2[CH:5]=[CH:4][C:3]([N+:9]([O-:11])=[O:10])=[C:2]([NH:13][CH3:12])[CH:7]=2)=[CH:17][C:16]=1[CH3:23]. Given the reactants Cl[C:2]1[CH:7]=[C:6](Cl)[CH:5]=[CH:4][C:3]=1[N+:9]([O-:11])=[O:10].[CH3:12][NH2:13].[NH2:14][C:15]1[C:20]([CH3:21])=[CH:19][C:18]([OH:22])=[CH:17][C:16]=1[CH3:23].CC(C)([O-])C.[K+], predict the reaction product.